From a dataset of Serine/threonine kinase 33 screen with 319,792 compounds. Binary Classification. Given a drug SMILES string, predict its activity (active/inactive) in a high-throughput screening assay against a specified biological target. (1) The drug is Ic1c2OCCC(NC(=O)C(NC(=O)C(NC(=O)c2cc([N+]([O-])=O)c1)CCC(O)=O)CO)C(=O)NC(CC(O)=O)C(=O)N. The result is 0 (inactive). (2) The result is 0 (inactive). The molecule is ClC1(Cl)C(C1)C\S(=N\S(=O)(=O)c1ccc(cc1)C)CCCC. (3) The compound is Brc1cc(C\2N(CCCN(C)C)C(=O)C(=O)C2=C(/O)c2ccncc2)ccc1. The result is 0 (inactive). (4) The drug is S(=O)(=O)(C(CC(=O)Nc1cc(F)ccc1)C)c1cc2NC(=O)COc2cc1. The result is 0 (inactive). (5) The result is 0 (inactive). The drug is Brc1ccc(C2N3C(C4C2C(=O)N(C4=O)C(C)(C)C)(Cc2ccccc2)C(=O)N(C3=O)c2cc(Cl)ccc2)cc1. (6) The drug is O=C(Nc1ccccc1)Cc1nc2c(c(c1)C(O)=O)cccc2. The result is 0 (inactive).